This data is from Full USPTO retrosynthesis dataset with 1.9M reactions from patents (1976-2016). The task is: Predict the reactants needed to synthesize the given product. (1) Given the product [C:26]1([C:25]2[NH:10][C:9]3[CH:8]=[CH:7][C:6]([NH:13][C:14]([C:16]4[S:20][C:19]5[CH:21]=[CH:22][CH:23]=[CH:24][C:18]=5[CH:17]=4)=[O:15])=[CH:5][C:4]=3[N:1]=2)[CH:31]=[CH:30][CH:29]=[CH:28][CH:27]=1, predict the reactants needed to synthesize it. The reactants are: [N+:1]([C:4]1[CH:5]=[C:6]([NH:13][C:14]([C:16]2[S:20][C:19]3[CH:21]=[CH:22][CH:23]=[CH:24][C:18]=3[CH:17]=2)=[O:15])[CH:7]=[CH:8][C:9]=1[N+:10]([O-])=O)([O-])=O.[CH:25](=O)[C:26]1[CH:31]=[CH:30][CH:29]=[CH:28][CH:27]=1. (2) Given the product [CH2:13]([O:14][C:2]1[CH:9]=[CH:8][CH:7]=[C:6]([O:10][CH3:11])[C:3]=1[CH:4]=[O:5])[CH3:12], predict the reactants needed to synthesize it. The reactants are: F[C:2]1[CH:9]=[CH:8][CH:7]=[C:6]([O:10][CH3:11])[C:3]=1[CH:4]=[O:5].[CH3:12][CH2:13][OH:14]. (3) Given the product [F:1][C:2]([F:7])([F:6])[C:3]([OH:5])=[O:4].[F:8][C:9]([F:14])([F:13])[C:10]([OH:12])=[O:11].[Cl:22][C:23]1[CH:24]=[N:25][C:26]2[NH:27][C:28]3[CH:29]=[N:30][CH:31]=[C:32]([CH:54]=3)[CH2:33][CH2:34][C:35]3[CH:43]=[C:39]([NH:40][C:41]=1[N:42]=2)[CH:38]=[CH:37][C:36]=3[NH:44][C:45](=[O:53])[CH2:46][CH:47]1[CH2:52][CH2:51][N:50]([C:56]([NH:55][C:58]2[CH:63]=[CH:62][C:61]([CH3:64])=[CH:60][CH:59]=2)=[O:57])[CH2:49][CH2:48]1, predict the reactants needed to synthesize it. The reactants are: [F:1][C:2]([F:7])([F:6])[C:3]([OH:5])=[O:4].[F:8][C:9]([F:14])([F:13])[C:10]([OH:12])=[O:11].FC(F)(F)C(O)=O.[Cl:22][C:23]1[CH:24]=[N:25][C:26]2[NH:27][C:28]3[CH:29]=[N:30][CH:31]=[C:32]([CH:54]=3)[CH2:33][CH2:34][C:35]3[CH:43]=[C:39]([NH:40][C:41]=1[N:42]=2)[CH:38]=[CH:37][C:36]=3[NH:44][C:45](=[O:53])[CH2:46][CH:47]1[CH2:52][CH2:51][NH:50][CH2:49][CH2:48]1.[N:55]([C:58]1[CH:63]=[CH:62][C:61]([CH3:64])=[CH:60][CH:59]=1)=[C:56]=[O:57]. (4) Given the product [C:22]([O:21][CH:16]([C:11]1[C:12]([CH3:15])=[CH:13][CH:14]=[C:9]([OH:8])[C:10]=1[C:26]1[C:35]2[C:30]3=[C:31]([CH2:36][CH2:37][O:38][C:29]3=[CH:28][CH:27]=1)[CH:32]=[CH:33][N:34]=2)[C:17]([O:19][CH3:20])=[O:18])([CH3:25])([CH3:23])[CH3:24], predict the reactants needed to synthesize it. The reactants are: C([O:8][C:9]1[C:10]([C:26]2[C:35]3[C:30]4=[C:31]([CH2:36][CH2:37][O:38][C:29]4=[CH:28][CH:27]=2)[CH:32]=[CH:33][N:34]=3)=[C:11]([CH:16]([O:21][C:22]([CH3:25])([CH3:24])[CH3:23])[C:17]([O:19][CH3:20])=[O:18])[C:12]([CH3:15])=[CH:13][CH:14]=1)C1C=CC=CC=1.[H][H]. (5) Given the product [C:1]([O:5][C:6]([N:8]1[CH2:13][CH2:12][C@H:11]([C:14]2[CH:15]=[C:16]([C:40]3[CH:41]=[CH:42][CH:43]=[C:38]([C:36]([O:35][CH2:33][CH3:34])=[O:37])[CH:39]=3)[CH:17]=[CH:18][CH:19]=2)[C@@H:10]([O:21][CH2:22][C:23]2[CH:32]=[CH:31][C:30]3[C:25](=[CH:26][CH:27]=[CH:28][CH:29]=3)[CH:24]=2)[CH2:9]1)=[O:7])([CH3:4])([CH3:3])[CH3:2], predict the reactants needed to synthesize it. The reactants are: [C:1]([O:5][C:6]([N:8]1[CH2:13][CH2:12][C@H:11]([C:14]2[CH:19]=[CH:18][CH:17]=[C:16](Br)[CH:15]=2)[C@@H:10]([O:21][CH2:22][C:23]2[CH:32]=[CH:31][C:30]3[C:25](=[CH:26][CH:27]=[CH:28][CH:29]=3)[CH:24]=2)[CH2:9]1)=[O:7])([CH3:4])([CH3:3])[CH3:2].[CH2:33]([O:35][C:36]([C:38]1[CH:39]=[C:40](B(O)O)[CH:41]=[CH:42][CH:43]=1)=[O:37])[CH3:34].C(COC)OC.C([O-])([O-])=O.[Na+].[Na+].